From a dataset of Reaction yield outcomes from USPTO patents with 853,638 reactions. Predict the reaction yield, written as a fraction of the theoretical maximum amount of product (1.0 means a 100% yield; for example, 0.34 means a 34% yield). (1) The catalyst is O1CCCC1.C1(C)C=CC=CC=1. The reactants are [Cl:1][C:2]1[CH:26]=[C:25]([Cl:27])[CH:24]=[CH:23][C:3]=1[CH2:4][O:5][C:6]1[C:17]([CH3:18])=[C:16]([O:19][CH2:20][O:21][CH3:22])[CH:15]=[CH:14][C:7]=1[C:8](N(OC)C)=[O:9].[H-].C([Al+]CC(C)C)C(C)C.[Cl-].[NH4+]. The yield is 0.620. The product is [Cl:1][C:2]1[CH:26]=[C:25]([Cl:27])[CH:24]=[CH:23][C:3]=1[CH2:4][O:5][C:6]1[C:17]([CH3:18])=[C:16]([O:19][CH2:20][O:21][CH3:22])[CH:15]=[CH:14][C:7]=1[CH:8]=[O:9]. (2) The reactants are [N+:1]([C:4]1[N:9]=[CH:8][C:7]([N:10]2[CH2:15][CH2:14][O:13][CH2:12][CH2:11]2)=[CH:6][CH:5]=1)([O-])=O.[Cl-].[NH4+]. The catalyst is CO.[Zn]. The product is [O:13]1[CH2:14][CH2:15][N:10]([C:7]2[CH:6]=[CH:5][C:4]([NH2:1])=[N:9][CH:8]=2)[CH2:11][CH2:12]1. The yield is 0.460. (3) The reactants are [N:1]1[CH:6]=[CH:5][CH:4]=[CH:3][C:2]=1[C:7]#[N:8].C(=O)([O-])[O-].[K+].[K+].[OH2:15].Cl.[NH2:17]O. The catalyst is CCO. The product is [OH:15][NH:8][C:7]([C:2]1[CH:3]=[CH:4][CH:5]=[CH:6][N:1]=1)=[NH:17]. The yield is 0.570. (4) The reactants are C([O:3][C:4]([C:6]1[CH:7]=[N:8][N:9]([C:15]([CH3:18])([CH3:17])[CH3:16])[C:10]=1[C:11]([F:14])([F:13])[F:12])=[O:5])C.[Li+].[OH-]. The catalyst is CO.O. The product is [C:15]([N:9]1[C:10]([C:11]([F:13])([F:14])[F:12])=[C:6]([C:4]([OH:5])=[O:3])[CH:7]=[N:8]1)([CH3:18])([CH3:16])[CH3:17]. The yield is 0.800. (5) The reactants are [CH:1]1([N:4]2[C:13]3[C:8](=[C:9]([N+:18]([O-:20])=[O:19])[C:10]([F:17])=[C:11]([F:16])[C:12]=3[O:14][CH3:15])[C:7](=[O:21])[C:6]([C:22]([O:24][CH2:25][CH3:26])=[O:23])=[CH:5]2)[CH2:3][CH2:2]1.Cl.[CH2:28]1COCC1. The catalyst is C[Mg]Cl. The product is [CH:1]1([N:4]2[C:13]3[C:8](=[C:9]([N+:18]([O-:20])=[O:19])[C:10]([F:17])=[C:11]([F:16])[C:12]=3[O:14][CH3:15])[C:7](=[O:21])[CH:6]([C:22]([O:24][CH2:25][CH3:26])=[O:23])[CH:5]2[CH3:28])[CH2:2][CH2:3]1. The yield is 0.550. (6) The reactants are [CH2:1]([C:3]1[N:4]([C:28]2[CH:33]=[CH:32][C:31]([O:34][CH2:35][C:36]([OH:39])([CH3:38])[CH3:37])=[CH:30][CH:29]=2)[C:5](=[O:27])[C:6]([CH2:12][C:13]2[CH:18]=[CH:17][C:16]([C:19]3[C:20]([C:25]#[N:26])=[CH:21][CH:22]=[CH:23][CH:24]=3)=[CH:15][CH:14]=2)=[C:7]([CH2:9][CH2:10][CH3:11])[N:8]=1)[CH3:2].[H-].[Na+].[CH3:42]I. The catalyst is CN(C)C=O.C(OCC)(=O)C. The product is [CH2:1]([C:3]1[N:4]([C:28]2[CH:29]=[CH:30][C:31]([O:34][CH2:35][C:36]([O:39][CH3:42])([CH3:37])[CH3:38])=[CH:32][CH:33]=2)[C:5](=[O:27])[C:6]([CH2:12][C:13]2[CH:14]=[CH:15][C:16]([C:19]3[C:20]([C:25]#[N:26])=[CH:21][CH:22]=[CH:23][CH:24]=3)=[CH:17][CH:18]=2)=[C:7]([CH2:9][CH2:10][CH3:11])[N:8]=1)[CH3:2]. The yield is 0.290. (7) The yield is 0.830. The reactants are [CH:1]([O:4][C:5]([C:7]1[C:12](=[O:13])[N:11]([CH2:14][C:15]2[CH:20]=[CH:19][CH:18]=[C:17]([F:21])[CH:16]=2)[C:10]2[CH:22]=[CH:23][S:24][C:9]=2[C:8]=1[N:25]1[CH2:30][CH2:29][NH:28][CH2:27][CH2:26]1)=[O:6])([CH3:3])[CH3:2].C1C=CC2N(O)N=NC=2C=1.CCN=C=NCCCN(C)C.Cl.C(N(CC)CC)C.[F:60][C:61]1[S:65][C:64]([C:66](O)=[O:67])=[CH:63][CH:62]=1.C([O-])(O)=O.[Na+]. No catalyst specified. The product is [CH:1]([O:4][C:5]([C:7]1[C:12](=[O:13])[N:11]([CH2:14][C:15]2[CH:20]=[CH:19][CH:18]=[C:17]([F:21])[CH:16]=2)[C:10]2[CH:22]=[CH:23][S:24][C:9]=2[C:8]=1[N:25]1[CH2:26][CH2:27][N:28]([C:66]([C:64]2[S:65][C:61]([F:60])=[CH:62][CH:63]=2)=[O:67])[CH2:29][CH2:30]1)=[O:6])([CH3:3])[CH3:2].